This data is from Forward reaction prediction with 1.9M reactions from USPTO patents (1976-2016). The task is: Predict the product of the given reaction. (1) Given the reactants Cl[C:2]1[C:7]([Cl:8])=[CH:6][C:5]([CH2:9][O:10][CH3:11])=[CH:4][N:3]=1.[CH3:12][C@@H:13]1[CH2:18][NH:17][CH2:16][CH2:15][NH:14]1, predict the reaction product. The product is: [Cl:8][C:7]1[C:2]([N:17]2[CH2:16][CH2:15][NH:14][C@H:13]([CH3:12])[CH2:18]2)=[N:3][CH:4]=[C:5]([CH2:9][O:10][CH3:11])[CH:6]=1. (2) Given the reactants C1(C)C=CC(S(O)(=O)=O)=CC=1.Cl.[NH:13]1[CH2:18][CH2:17][C:16](=O)[CH2:15][CH2:14]1.C1(C(C2C=CC=CC=2)=N[NH:28][C:29]2[CH:34]=[CH:33][C:32]([F:35])=[CH:31][C:30]=2[O:36][CH3:37])C=CC=CC=1, predict the reaction product. The product is: [F:35][C:32]1[CH:31]=[C:30]([O:36][CH3:37])[C:29]2[NH:28][C:16]3[CH2:15][CH2:14][NH:13][CH2:18][C:17]=3[C:34]=2[CH:33]=1. (3) Given the reactants [F:1][C:2]([F:34])([F:33])[C:3]1[CH:28]=[C:27]([C:29]([F:32])([F:31])[F:30])[CH:26]=[CH:25][C:4]=1[CH2:5][O:6][C:7]1[CH:15]=[CH:14][C:13](/[CH:16]=[C:17]2/[C:18]([NH:23][CH3:24])=[N:19][C:20](=[O:22])[S:21]/2)=[CH:12][C:8]=1[C:9](O)=[O:10].[NH4+].O[N:37]1C2C=CC=CC=2N=N1.Cl.C(N=C=NCCCN(C)C)C.O, predict the reaction product. The product is: [F:34][C:2]([F:33])([F:1])[C:3]1[CH:28]=[C:27]([C:29]([F:30])([F:32])[F:31])[CH:26]=[CH:25][C:4]=1[CH2:5][O:6][C:7]1[CH:15]=[CH:14][C:13](/[CH:16]=[C:17]2/[C:18]([NH:23][CH3:24])=[N:19][C:20](=[O:22])[S:21]/2)=[CH:12][C:8]=1[C:9]([NH2:37])=[O:10]. (4) Given the reactants [CH2:1]([O:8][C:9](=[O:15])[NH:10][CH2:11][CH2:12][CH:13]=[CH2:14])[C:2]1[CH:7]=[CH:6][CH:5]=[CH:4][CH:3]=1.B1C2CCCC1CCC2.[Br:25][C:26]1[CH:31]=[C:30](Br)[CH:29]=[C:28]([F:33])[C:27]=1[Cl:34].[OH-].[Na+].O, predict the reaction product. The product is: [CH2:1]([O:8][C:9](=[O:15])[NH:10][CH2:11][CH2:12][CH2:13][CH2:14][C:30]1[CH:29]=[C:28]([F:33])[C:27]([Cl:34])=[C:26]([Br:25])[CH:31]=1)[C:2]1[CH:7]=[CH:6][CH:5]=[CH:4][CH:3]=1. (5) Given the reactants C[O:2][C:3]([C:5]1[C:13]2[N:12]=[C:11]([C:14]3[CH:19]=[CH:18][C:17]([F:20])=[C:16]([Cl:21])[CH:15]=3)[NH:10][C:9]=2[C:8]([OH:22])=[CH:7][CH:6]=1)=[O:4].O[Li].O, predict the reaction product. The product is: [Cl:21][C:16]1[CH:15]=[C:14]([C:11]2[NH:10][C:9]3[C:8]([OH:22])=[CH:7][CH:6]=[C:5]([C:3]([OH:4])=[O:2])[C:13]=3[N:12]=2)[CH:19]=[CH:18][C:17]=1[F:20]. (6) Given the reactants [F:1][C:2]1[CH:3]=[CH:4][C:5]([NH:8][C:9]([C@H:11]2[N:15]([C:16](=[O:35])[C@@H:17]([CH2:23][N:24]([CH:33]=[O:34])[O:25]CC3C=CC=CC=3)[CH2:18][CH2:19][CH2:20][CH2:21][CH3:22])[N:14]=[CH:13][CH2:12]2)=[O:10])=[N:6][CH:7]=1, predict the reaction product. The product is: [F:1][C:2]1[CH:3]=[CH:4][C:5]([NH:8][C:9]([C@H:11]2[N:15]([C:16](=[O:35])[C@@H:17]([CH2:23][N:24]([CH:33]=[O:34])[OH:25])[CH2:18][CH2:19][CH2:20][CH2:21][CH3:22])[N:14]=[CH:13][CH2:12]2)=[O:10])=[N:6][CH:7]=1. (7) Given the reactants Br[CH:2]([C:7]1[CH:12]=[CH:11][CH:10]=[CH:9][C:8]=1[Cl:13])[C:3]([O:5][CH3:6])=[O:4].[N-:14]=[N+:15]=[N-:16].[Na+].[Cl:18][C:19]1[CH:24]=[CH:23][C:22]([C:25]2[N:26]([CH2:34][C@H:35]([OH:40])[C:36]([F:39])([F:38])[F:37])[C:27](=[O:33])[N:28]([CH2:30][C:31]#[CH:32])[N:29]=2)=[CH:21][CH:20]=1, predict the reaction product. The product is: [Cl:13][C:8]1[CH:9]=[CH:10][CH:11]=[CH:12][C:7]=1[CH:2]([N:14]1[CH:32]=[C:31]([CH2:30][N:28]2[C:27](=[O:33])[N:26]([CH2:34][C@H:35]([OH:40])[C:36]([F:38])([F:37])[F:39])[C:25]([C:22]3[CH:23]=[CH:24][C:19]([Cl:18])=[CH:20][CH:21]=3)=[N:29]2)[N:16]=[N:15]1)[C:3]([O:5][CH3:6])=[O:4]. (8) Given the reactants C(O[C:4]1[CH2:9][O:8][CH:7]([CH3:10])[C:6](=[O:11])[CH:5]=1)C.[NH3:12], predict the reaction product. The product is: [NH2:12][C:4]1[CH2:9][O:8][CH:7]([CH3:10])[C:6](=[O:11])[CH:5]=1. (9) Given the reactants [F:1][C:2]1[CH:3]=[C:4]([CH:31]=[CH:32][CH:33]=1)[CH2:5][O:6][C:7]1[CH:30]=[CH:29][C:10]([NH:11][C:12]2[C:21]3[C:16](=[CH:17][CH:18]=[C:19]([C:22]4[O:26][C:25]([CH:27]=O)=[CH:24][CH:23]=4)[CH:20]=3)[N:15]=[CH:14][N:13]=2)=[CH:9][CH:8]=1.[CH3:34][S:35]([CH2:38][CH2:39][NH2:40])(=[O:37])=[O:36], predict the reaction product. The product is: [F:1][C:2]1[CH:3]=[C:4]([CH:31]=[CH:32][CH:33]=1)[CH2:5][O:6][C:7]1[CH:30]=[CH:29][C:10]([NH:11][C:12]2[C:21]3[C:16](=[CH:17][CH:18]=[C:19]([C:22]4[O:26][C:25]([CH2:27][NH:40][CH2:39][CH2:38][S:35]([CH3:34])(=[O:37])=[O:36])=[CH:24][CH:23]=4)[CH:20]=3)[N:15]=[CH:14][N:13]=2)=[CH:9][CH:8]=1.